From a dataset of Forward reaction prediction with 1.9M reactions from USPTO patents (1976-2016). Predict the product of the given reaction. (1) Given the reactants [NH:1]1[CH2:6][CH2:5][CH2:4][CH2:3][CH2:2]1.Cl.Cl[CH:9]([C:14]1[C:15](=[O:23])[C:16]([OH:22])=[C:17]([CH2:20][CH3:21])[NH:18][CH:19]=1)[C:10]([F:13])([F:12])[F:11], predict the reaction product. The product is: [CH2:20]([C:17]1[NH:18][CH:19]=[C:14]([CH:9]([N:1]2[CH2:6][CH2:5][CH2:4][CH2:3][CH2:2]2)[C:10]([F:13])([F:12])[F:11])[C:15](=[O:23])[C:16]=1[OH:22])[CH3:21]. (2) Given the reactants [F:1][C:2]1[CH:3]=[C:4]([CH:16]2[CH2:18][CH:17]2[C:19]([OH:21])=O)[CH:5]=[C:6]([F:15])[C:7]=1[C:8]([CH3:14])([CH3:13])[C:9]([F:12])([F:11])[F:10].F[P-](F)(F)(F)(F)F.C[N+](C)=C(N(C)C)ON1C2C=CC=CC=2N=N1.C(N(CC)CC)C.Cl.Cl.[NH2:55][CH2:56][C:57]([C:59]1[N:60]([CH2:64][CH3:65])[CH:61]=[CH:62][N:63]=1)=[O:58], predict the reaction product. The product is: [F:1][C:2]1[CH:3]=[C:4]([CH:16]2[CH2:18][CH:17]2[C:19]([NH:55][CH2:56][C:57]([C:59]2[N:60]([CH2:64][CH3:65])[CH:61]=[CH:62][N:63]=2)=[O:58])=[O:21])[CH:5]=[C:6]([F:15])[C:7]=1[C:8]([CH3:13])([CH3:14])[C:9]([F:11])([F:10])[F:12].